Regression. Given two drug SMILES strings and cell line genomic features, predict the synergy score measuring deviation from expected non-interaction effect. From a dataset of NCI-60 drug combinations with 297,098 pairs across 59 cell lines. (1) Drug 1: C1C(C(OC1N2C=NC3=C(N=C(N=C32)Cl)N)CO)O. Drug 2: CC=C1C(=O)NC(C(=O)OC2CC(=O)NC(C(=O)NC(CSSCCC=C2)C(=O)N1)C(C)C)C(C)C. Cell line: NCI-H226. Synergy scores: CSS=25.1, Synergy_ZIP=-0.0572, Synergy_Bliss=-0.614, Synergy_Loewe=-20.0, Synergy_HSA=-0.837. (2) Drug 1: CC1OCC2C(O1)C(C(C(O2)OC3C4COC(=O)C4C(C5=CC6=C(C=C35)OCO6)C7=CC(=C(C(=C7)OC)O)OC)O)O. Drug 2: COC1=NC(=NC2=C1N=CN2C3C(C(C(O3)CO)O)O)N. Cell line: SNB-19. Synergy scores: CSS=11.5, Synergy_ZIP=5.33, Synergy_Bliss=4.53, Synergy_Loewe=-27.0, Synergy_HSA=-1.27. (3) Drug 1: CC1=C2C(C(=O)C3(C(CC4C(C3C(C(C2(C)C)(CC1OC(=O)C(C(C5=CC=CC=C5)NC(=O)OC(C)(C)C)O)O)OC(=O)C6=CC=CC=C6)(CO4)OC(=O)C)OC)C)OC. Drug 2: C1CN1P(=S)(N2CC2)N3CC3. Cell line: LOX IMVI. Synergy scores: CSS=33.3, Synergy_ZIP=-11.3, Synergy_Bliss=-11.4, Synergy_Loewe=-7.19, Synergy_HSA=-5.27. (4) Drug 1: CC12CCC(CC1=CCC3C2CCC4(C3CC=C4C5=CN=CC=C5)C)O. Drug 2: CCC1(CC2CC(C3=C(CCN(C2)C1)C4=CC=CC=C4N3)(C5=C(C=C6C(=C5)C78CCN9C7C(C=CC9)(C(C(C8N6C=O)(C(=O)OC)O)OC(=O)C)CC)OC)C(=O)OC)O.OS(=O)(=O)O. Cell line: HT29. Synergy scores: CSS=64.5, Synergy_ZIP=2.05, Synergy_Bliss=1.80, Synergy_Loewe=-26.6, Synergy_HSA=0.603. (5) Drug 1: CC1=C(C=C(C=C1)C(=O)NC2=CC(=CC(=C2)C(F)(F)F)N3C=C(N=C3)C)NC4=NC=CC(=N4)C5=CN=CC=C5. Drug 2: C1C(C(OC1N2C=NC(=NC2=O)N)CO)O. Cell line: MALME-3M. Synergy scores: CSS=5.26, Synergy_ZIP=-2.06, Synergy_Bliss=-1.30, Synergy_Loewe=1.86, Synergy_HSA=-0.467. (6) Drug 1: CCCCCOC(=O)NC1=NC(=O)N(C=C1F)C2C(C(C(O2)C)O)O. Drug 2: CC12CCC3C(C1CCC2O)C(CC4=C3C=CC(=C4)O)CCCCCCCCCS(=O)CCCC(C(F)(F)F)(F)F. Cell line: HOP-62. Synergy scores: CSS=0.195, Synergy_ZIP=1.27, Synergy_Bliss=4.30, Synergy_Loewe=-3.25, Synergy_HSA=-1.39. (7) Drug 1: CC(C)(C#N)C1=CC(=CC(=C1)CN2C=NC=N2)C(C)(C)C#N. Drug 2: COCCOC1=C(C=C2C(=C1)C(=NC=N2)NC3=CC=CC(=C3)C#C)OCCOC.Cl. Cell line: ACHN. Synergy scores: CSS=13.4, Synergy_ZIP=2.28, Synergy_Bliss=0.490, Synergy_Loewe=-4.48, Synergy_HSA=-1.78. (8) Drug 1: CCC1(CC2CC(C3=C(CCN(C2)C1)C4=CC=CC=C4N3)(C5=C(C=C6C(=C5)C78CCN9C7C(C=CC9)(C(C(C8N6C)(C(=O)OC)O)OC(=O)C)CC)OC)C(=O)OC)O.OS(=O)(=O)O. Drug 2: COC1=NC(=NC2=C1N=CN2C3C(C(C(O3)CO)O)O)N. Cell line: OVCAR3. Synergy scores: CSS=-7.42, Synergy_ZIP=10.1, Synergy_Bliss=9.57, Synergy_Loewe=3.27, Synergy_HSA=-3.12.